This data is from Full USPTO retrosynthesis dataset with 1.9M reactions from patents (1976-2016). The task is: Predict the reactants needed to synthesize the given product. (1) Given the product [CH3:22][C:19]1([CH3:23])[O:18][C@H:17]([CH2:16][N:15]2[C:6]3[C:5]4[CH:4]=[CH:3][C:2]([C:30]5[CH:29]=[N:28][CH:33]=[CH:32][CH:31]=5)=[CH:11][C:10]=4[N:9]=[C:8]([NH2:12])[C:7]=3[N:13]=[C:14]2[CH2:24][O:25][CH2:26][CH3:27])[CH2:21][O:20]1, predict the reactants needed to synthesize it. The reactants are: Br[C:2]1[CH:3]=[CH:4][C:5]2[C:6]3[N:15]([CH2:16][C@@H:17]4[CH2:21][O:20][C:19]([CH3:23])([CH3:22])[O:18]4)[C:14]([CH2:24][O:25][CH2:26][CH3:27])=[N:13][C:7]=3[C:8]([NH2:12])=[N:9][C:10]=2[CH:11]=1.[N:28]1[CH:33]=[CH:32][CH:31]=[C:30](B(O)O)[CH:29]=1. (2) The reactants are: C(OC([N:8]1[CH2:13][C@H:12]([CH3:14])[N:11]([CH3:15])[C@H:10]([CH3:16])[CH2:9]1)=O)(C)(C)C.FC(F)(F)C(O)=O.[OH-].[Na+]. Given the product [CH3:16][C@H:10]1[N:11]([CH3:15])[C@@H:12]([CH3:14])[CH2:13][NH:8][CH2:9]1, predict the reactants needed to synthesize it. (3) Given the product [CH3:12][C:4]1[NH:3][CH:2]=[C:6]([C:7]([O:9][CH2:10][CH3:11])=[O:8])[CH:5]=1, predict the reactants needed to synthesize it. The reactants are: Cl[C:2]1[NH:3][C:4]([CH3:12])=[CH:5][C:6]=1[C:7]([O:9][CH2:10][CH3:11])=[O:8].C([O-])=O.[NH4+]. (4) Given the product [NH:1]1[C:5]2[CH:6]=[CH:7][CH:8]=[CH:9][C:4]=2[N:3]=[C:2]1[C:10]([C:12]1[CH:17]=[CH:16][C:15]([O:18][C:19]2[C:24]([C:32]3[C:27]([F:26])=[N:28][CH:29]=[CH:30][CH:31]=3)=[N:23][CH:22]=[CH:21][N:20]=2)=[CH:14][CH:13]=1)=[O:11], predict the reactants needed to synthesize it. The reactants are: [NH:1]1[C:5]2[CH:6]=[CH:7][CH:8]=[CH:9][C:4]=2[N:3]=[C:2]1[C:10]([C:12]1[CH:17]=[CH:16][C:15]([O:18][C:19]2[C:24](Cl)=[N:23][CH:22]=[CH:21][N:20]=2)=[CH:14][CH:13]=1)=[O:11].[F:26][C:27]1[C:32](B(O)O)=[CH:31][CH:30]=[CH:29][N:28]=1.O.C(=O)([O-])[O-].[Na+].[Na+].